Dataset: Forward reaction prediction with 1.9M reactions from USPTO patents (1976-2016). Task: Predict the product of the given reaction. (1) Given the reactants [Na:1].[N:2]1[C:10]([NH2:11])=[C:9]2[C:5]([N:6](C([C@@H]([C@H](CO)OCP(O)(O)=O)O)=O)[CH:7]=[N:8]2)=[N:4][CH:3]=1.N1C(N)=C2C(N([C:35]([CH2:37][C@H:38]([CH2:51][OH:52])[O:39][CH2:40][P:41]([O:47]C(C)C)([O:43]C(C)C)=[O:42])=[O:36])C=N2)=NC=1, predict the reaction product. The product is: [Na:1].[N:2]1([C:35]([CH2:37][C@H:38]([CH2:51][OH:52])[O:39][CH2:40][P:41]([OH:43])([OH:47])=[O:42])=[O:36])[C:10]([NH2:11])=[C:9]2[C:5](=[N:6][CH:7]=[N:8]2)[N:4]=[CH:3]1. (2) The product is: [NH2:27][C:22]1[CH:23]=[CH:24][CH:25]=[CH:26][C:21]=1[N:13]1[C:14]([C:15]2[CH:20]=[CH:19][CH:18]=[CH:17][CH:16]=2)=[C:10]2[C:11]([N:6]([CH3:5])[C:7](=[O:33])[N:8]([CH3:32])[C:9]2=[O:31])=[CH:12]1. Given the reactants C(N)(=O)C.[CH3:5][N:6]1[C:11]2=[CH:12][N:13]([C:21]3[CH:26]=[CH:25][CH:24]=[CH:23][C:22]=3[NH:27]C(=O)C)[C:14]([C:15]3[CH:20]=[CH:19][CH:18]=[CH:17][CH:16]=3)=[C:10]2[C:9](=[O:31])[N:8]([CH3:32])[C:7]1=[O:33], predict the reaction product. (3) Given the reactants [Br:1][C:2]1[CH:3]=[C:4]([C:10]2[CH:15]=[CH:14][CH:13]=[CH:12][CH:11]=2)[CH:5]=[CH:6][C:7]=1[C:8]#[CH:9].[C:16](=[O:18])=[O:17], predict the reaction product. The product is: [Br:1][C:2]1[CH:3]=[C:4]([C:10]2[CH:11]=[CH:12][CH:13]=[CH:14][CH:15]=2)[CH:5]=[CH:6][C:7]=1[C:8]#[C:9][C:16]([OH:18])=[O:17]. (4) Given the reactants [C:1]([C:5]1[N:10]=[CH:9][C:8]([C:11]2[N:12]([C:32]([N:34]3[CH2:39][CH2:38][CH:37]([CH2:40][C:41](O)=[O:42])[CH2:36][CH2:35]3)=[O:33])[C@@:13]([C:25]3[CH:30]=[CH:29][C:28]([Cl:31])=[CH:27][CH:26]=3)([CH3:24])[C@@:14]([C:17]3[CH:22]=[CH:21][C:20]([Cl:23])=[CH:19][CH:18]=3)([CH3:16])[N:15]=2)=[C:7]([O:44][CH2:45][CH3:46])[CH:6]=1)([CH3:4])([CH3:3])[CH3:2].[CH2:47]1[C@H:56]2[C@@H:51]([CH2:52][CH2:53][CH2:54][CH2:55]2)[CH2:50][CH2:49][NH:48]1, predict the reaction product. The product is: [C:1]([C:5]1[N:10]=[CH:9][C:8]([C:11]2[N:12]([C:32]([N:34]3[CH2:39][CH2:38][CH:37]([CH2:40][C:41]([N:48]4[CH2:49][CH2:50][C@@H:51]5[C@H:56]([CH2:55][CH2:54][CH2:53][CH2:52]5)[CH2:47]4)=[O:42])[CH2:36][CH2:35]3)=[O:33])[C@@:13]([C:25]3[CH:30]=[CH:29][C:28]([Cl:31])=[CH:27][CH:26]=3)([CH3:24])[C@@:14]([C:17]3[CH:22]=[CH:21][C:20]([Cl:23])=[CH:19][CH:18]=3)([CH3:16])[N:15]=2)=[C:7]([O:44][CH2:45][CH3:46])[CH:6]=1)([CH3:2])([CH3:4])[CH3:3]. (5) Given the reactants [CH2:1]([O:3][C:4]([CH2:6][CH2:7][CH2:8][CH:9]1[CH2:14][CH2:13][N:12](C(OC(C)(C)C)=O)[CH2:11][CH2:10]1)=[O:5])[CH3:2], predict the reaction product. The product is: [NH:12]1[CH2:13][CH2:14][CH:9]([CH2:8][CH2:7][CH2:6][C:4]([O:3][CH2:1][CH3:2])=[O:5])[CH2:10][CH2:11]1.